Dataset: Reaction yield outcomes from USPTO patents with 853,638 reactions. Task: Predict the reaction yield, written as a fraction of the theoretical maximum amount of product (1.0 means a 100% yield; for example, 0.34 means a 34% yield). (1) The reactants are [O:1]=[C:2]1[CH2:5][CH:4](C(O)=O)[CH2:3]1.C([N:11]([CH2:14]C)CC)C.C1(P(N=[N+]=[N-])(C2C=CC=CC=2)=[O:23])C=CC=CC=1.[C:33]([OH:37])([CH3:36])([CH3:35])[CH3:34]. The catalyst is C1(C)C=CC=CC=1. The product is [O:1]=[C:2]1[CH2:3][CH:4]([NH:11][C:14](=[O:23])[O:37][C:33]([CH3:36])([CH3:35])[CH3:34])[CH2:5]1. The yield is 0.300. (2) The reactants are Cl[C:2]1[CH:7]=[C:6]([O:8][C:9]2[CH:10]=[CH:11][C:12]([N:16]3[C:20](=[O:21])[NH:19][C:18]([C:22]4([C:26]([F:29])([F:28])[F:27])[CH2:25][CH2:24][CH2:23]4)=[N:17]3)=[N:13][C:14]=2[CH3:15])[CH:5]=[CH:4][N:3]=1.[CH3:30][N:31]1[CH:35]=[C:34](B2OC(C)(C)C(C)(C)O2)[CH:33]=[N:32]1.C([O-])([O-])=O.[Cs+].[Cs+]. The catalyst is CCO.C1C=CC([P]([Pd]([P](C2C=CC=CC=2)(C2C=CC=CC=2)C2C=CC=CC=2)([P](C2C=CC=CC=2)(C2C=CC=CC=2)C2C=CC=CC=2)[P](C2C=CC=CC=2)(C2C=CC=CC=2)C2C=CC=CC=2)(C2C=CC=CC=2)C2C=CC=CC=2)=CC=1. The product is [CH3:15][C:14]1[N:13]=[C:12]([N:16]2[C:20](=[O:21])[NH:19][C:18]([C:22]3([C:26]([F:29])([F:28])[F:27])[CH2:25][CH2:24][CH2:23]3)=[N:17]2)[CH:11]=[CH:10][C:9]=1[O:8][C:6]1[CH:5]=[CH:4][N:3]=[C:2]([C:34]2[CH:33]=[N:32][N:31]([CH3:30])[CH:35]=2)[CH:7]=1. The yield is 0.0460. (3) The reactants are [ClH:1].N[C:3]1[C:12]2[NH:11][C:10](=[O:13])[CH2:9][O:8][C:7]=2[CH:6]=[CH:5][CH:4]=1.N([O-])=O.[Na+].[S:18](=[O:20])=[O:19]. The catalyst is C(#N)C.O.O.O.[Cu](Cl)Cl.C(O)(=O)C. The product is [O:13]=[C:10]1[CH2:9][O:8][C:7]2[CH:6]=[CH:5][CH:4]=[C:3]([S:18]([Cl:1])(=[O:20])=[O:19])[C:12]=2[NH:11]1. The yield is 0.110. (4) The reactants are Br[C:2]1[CH:3]=[CH:4][CH:5]=[C:6]([CH:16]=1)[O:7][C:8]1[CH:15]=[CH:14][CH:13]=[CH:12][C:9]=1[C:10]#[N:11].[B:17]1([B:17]2[O:21][C:20]([CH3:23])([CH3:22])[C:19]([CH3:25])([CH3:24])[O:18]2)[O:21][C:20]([CH3:23])([CH3:22])[C:19]([CH3:25])([CH3:24])[O:18]1.C([O-])(=O)C.[K+].ClCCl. The catalyst is CN(C)C=O.C1C=CC(P(C2C=CC=CC=2)[C-]2C=CC=C2)=CC=1.C1C=CC(P(C2C=CC=CC=2)[C-]2C=CC=C2)=CC=1.Cl[Pd]Cl.[Fe+2]. The product is [O:7]([C:8]1[CH:15]=[CH:14][C:13]([B:17]2[O:21][C:20]([CH3:23])([CH3:22])[C:19]([CH3:25])([CH3:24])[O:18]2)=[CH:12][C:9]=1[C:10]#[N:11])[C:6]1[CH:5]=[CH:4][CH:3]=[CH:2][CH:16]=1. The yield is 0.670. (5) The yield is 0.100. The catalyst is C1COCC1. The reactants are [NH2:1][C:2]1[C:7]([CH3:8])=[C:6]([Br:9])[CH:5]=[CH:4][C:3]=1[NH:10][C:11]1[CH:16]=[CH:15][C:14]([NH:17][S:18]([C:21]2[CH:26]=[CH:25][CH:24]=[CH:23][CH:22]=2)(=[O:20])=[O:19])=[CH:13][CH:12]=1.BrC1C=CC(O)=C([N+]([O-])=O)C=1C.[C:39](Cl)(=[O:44])[CH2:40][C:41](Cl)=[O:42]. The product is [Br:9][C:6]1[CH:5]=[CH:4][C:3]2[N:10]([C:11]3[CH:12]=[CH:13][C:14]([NH:17][S:18]([C:21]4[CH:22]=[CH:23][CH:24]=[CH:25][CH:26]=4)(=[O:20])=[O:19])=[CH:15][CH:16]=3)[C:39](=[O:44])[CH2:40][C:41](=[O:42])[NH:1][C:2]=2[C:7]=1[CH3:8]. (6) The reactants are [NH2:1][C:2]1[N:3]=[CH:4][C:5]([C:8]#N)=[N:6][CH:7]=1.B(F)(F)F.CC[O:16][CH2:17]C.C([O-])(O)=[O:20].[Na+]. The catalyst is CO. The product is [NH2:1][C:2]1[N:3]=[CH:4][C:5]([C:8]([O:16][CH3:17])=[O:20])=[N:6][CH:7]=1. The yield is 0.490. (7) The reactants are [CH3:1][O:2][C:3]1[CH:4]=[CH:5][CH:6]=[C:7]2[C:12]=1[CH2:11][C:10](=[O:13])[CH2:9][CH2:8]2.[OH-].[K+]. The catalyst is C(O)(C)C.C1C=CC=CC=1.C1C=CC=CC=1.Cl[Ru]Cl.Cl[Ru]Cl.N[C@H](C1C=CC=CC=1)[C@H](NS(C1C=CC(C)=CC=1)(=O)=O)C1C=CC=CC=1. The product is [CH3:1][O:2][C:3]1[CH:4]=[CH:5][CH:6]=[C:7]2[C:12]=1[CH2:11][C@H:10]([OH:13])[CH2:9][CH2:8]2. The yield is 0.740. (8) The reactants are F[C:2]1[N:7]=[C:6]([C:8]2[C:16]3[C:11](=[CH:12][N:13]=[C:14]([C:17]4[CH:18]=[N:19][CH:20]=[CH:21][CH:22]=4)[CH:15]=3)[N:10]([CH:23]3[CH2:28][CH2:27][CH2:26][CH2:25][O:24]3)[N:9]=2)[CH:5]=[CH:4][CH:3]=1.[C:29]([O:33][C:34]([NH:36][C:37]1([C:43]([O:45][CH3:46])=[O:44])[CH2:42][CH2:41][NH:40][CH2:39][CH2:38]1)=[O:35])([CH3:32])([CH3:31])[CH3:30]. No catalyst specified. The product is [C:29]([O:33][C:34]([NH:36][C:37]1([C:43]([O:45][CH3:46])=[O:44])[CH2:42][CH2:41][N:40]([C:2]2[CH:3]=[CH:4][CH:5]=[C:6]([C:8]3[C:16]4[C:11](=[CH:12][N:13]=[C:14]([C:17]5[CH:18]=[N:19][CH:20]=[CH:21][CH:22]=5)[CH:15]=4)[N:10]([CH:23]4[CH2:28][CH2:27][CH2:26][CH2:25][O:24]4)[N:9]=3)[N:7]=2)[CH2:39][CH2:38]1)=[O:35])([CH3:32])([CH3:31])[CH3:30]. The yield is 0.670.